Dataset: Full USPTO retrosynthesis dataset with 1.9M reactions from patents (1976-2016). Task: Predict the reactants needed to synthesize the given product. (1) Given the product [CH2:1]([O:3][C:4](=[O:34])[CH2:5][C:6]1[CH:7]=[N:8][CH:9]=[C:10]([C:12]2[CH:17]=[CH:16][C:15]([C:18]3[N:45]=[N:46][NH:47][N:19]=3)=[CH:14][C:13]=2[CH2:20][N:21]([CH2:27][C:28]2[CH:29]=[CH:30][CH:31]=[CH:32][CH:33]=2)[C:22]([CH:24]2[CH2:26][CH2:25]2)=[O:23])[CH:11]=1)[CH3:2], predict the reactants needed to synthesize it. The reactants are: [CH2:1]([O:3][C:4](=[O:34])[CH2:5][C:6]1[CH:7]=[N:8][CH:9]=[C:10]([C:12]2[CH:17]=[CH:16][C:15]([C:18]#[N:19])=[CH:14][C:13]=2[CH2:20][N:21]([CH2:27][C:28]2[CH:33]=[CH:32][CH:31]=[CH:30][CH:29]=2)[C:22]([CH:24]2[CH2:26][CH2:25]2)=[O:23])[CH:11]=1)[CH3:2].C([Sn](=O)CCCC)CCC.[N:45]([Si](C)(C)C)=[N+:46]=[N-:47]. (2) Given the product [Si:21]([O:28][CH2:29][C:30]1[C:38]2[O:37][N:36]=[C:35]([CH2:39][CH2:47][CH:48]3[CH2:53][CH2:52][N:51]([C:54]([O:56][C:57]([CH3:58])([CH3:60])[CH3:59])=[O:55])[CH2:50][CH2:49]3)[C:34]=2[CH:33]=[CH:32][C:31]=1[C:40]1[CH:45]=[CH:44][CH:43]=[CH:42][N:41]=1)([C:24]([CH3:27])([CH3:25])[CH3:26])([CH3:22])[CH3:23], predict the reactants needed to synthesize it. The reactants are: C(NC(C)C)(C)C.C([Li])CCC.C([N-]C(C)C)(C)C.[Li+].[Si:21]([O:28][CH2:29][C:30]1[C:38]2[O:37][N:36]=[C:35]([CH3:39])[C:34]=2[CH:33]=[CH:32][C:31]=1[C:40]1[CH:45]=[CH:44][CH:43]=[CH:42][N:41]=1)([C:24]([CH3:27])([CH3:26])[CH3:25])([CH3:23])[CH3:22].I[CH2:47][CH:48]1[CH2:53][CH2:52][N:51]([C:54]([O:56][C:57]([CH3:60])([CH3:59])[CH3:58])=[O:55])[CH2:50][CH2:49]1.[Cl-].[NH4+].